From a dataset of Catalyst prediction with 721,799 reactions and 888 catalyst types from USPTO. Predict which catalyst facilitates the given reaction. (1) Reactant: Cl[CH2:2][CH2:3][S:4](Cl)(=[O:6])=[O:5].[CH3:8][O:9][C:10]1[CH:11]=[C:12]([C:18]2[C@@H:27]3[C@@H:22]([CH2:23][CH:24]=[CH:25][CH2:26]3)[C:21](=[O:28])[N:20]([CH:29]3[CH2:34][CH2:33][NH:32][CH2:31][CH2:30]3)[N:19]=2)[CH:13]=[CH:14][C:15]=1[O:16][CH3:17].C(N(C(C)C)CC)(C)C. Product: [CH3:8][O:9][C:10]1[CH:11]=[C:12]([C:18]2[C@@H:27]3[C@@H:22]([CH2:23][CH:24]=[CH:25][CH2:26]3)[C:21](=[O:28])[N:20]([CH:29]3[CH2:34][CH2:33][N:32]([S:4]([CH:3]=[CH2:2])(=[O:6])=[O:5])[CH2:31][CH2:30]3)[N:19]=2)[CH:13]=[CH:14][C:15]=1[O:16][CH3:17]. The catalyst class is: 4. (2) Reactant: CC1(C)C(C)(C)OB([C:9]2[C:17]([CH3:18])=[CH:16][C:12]3[O:13][CH2:14][O:15][C:11]=3[CH:10]=2)O1.Br[C:21]1[N:22]=[CH:23][C:24]([NH:27][C:28](=[O:36])[C:29]2[C:34]([CH3:35])=[CH:33][CH:32]=[N:31][CH:30]=2)=[N:25][CH:26]=1.C([O-])([O-])=O.[K+].[K+]. Product: [CH3:35][C:34]1[C:29]([C:28]([NH:27][C:24]2[CH:23]=[N:22][C:21]([C:9]3[C:17]([CH3:18])=[CH:16][C:12]4[O:13][CH2:14][O:15][C:11]=4[CH:10]=3)=[CH:26][N:25]=2)=[O:36])=[CH:30][N:31]=[CH:32][CH:33]=1. The catalyst class is: 38. (3) Reactant: ClC(Cl)(Cl)COC(=O)[NH:6][C:7]1[CH:12]=[CH:11][C:10]([S:13][C:14]2[CH:19]=[CH:18][C:17]([C:20](=[O:31])[NH:21][C:22]3[S:23][C:24]([C:27]([CH3:30])([CH3:29])[CH3:28])=[N:25][N:26]=3)=[CH:16][C:15]=2[NH:32][C:33]2[C:34]3[CH:42]=[CH:41][C:40]([CH:43]([CH3:45])[CH3:44])=[N:39][C:35]=3[N:36]=[CH:37][N:38]=2)=[CH:9][CH:8]=1.[OH-].[Na+].Cl. Product: [NH2:6][C:7]1[CH:12]=[CH:11][C:10]([S:13][C:14]2[CH:19]=[CH:18][C:17]([C:20]([NH:21][C:22]3[S:23][C:24]([C:27]([CH3:28])([CH3:29])[CH3:30])=[N:25][N:26]=3)=[O:31])=[CH:16][C:15]=2[NH:32][C:33]2[C:34]3[CH:42]=[CH:41][C:40]([CH:43]([CH3:45])[CH3:44])=[N:39][C:35]=3[N:36]=[CH:37][N:38]=2)=[CH:9][CH:8]=1. The catalyst class is: 30. (4) Reactant: [H-].[Na+].[CH3:3][N:4]1[CH2:17][CH2:16][C:15]2[C:14]3[CH:13]=[C:12]([CH3:18])[CH:11]=[CH:10][C:9]=3[NH:8][C:7]=2[CH2:6][CH2:5]1.Cl[CH2:20][C:21]([N:23]1[CH2:28][CH2:27][N:26](C(OC(C)(C)C)=O)[CH2:25][CH2:24]1)=[O:22].Cl. Product: [CH3:3][N:4]1[CH2:17][CH2:16][C:15]2[C:14]3[CH:13]=[C:12]([CH3:18])[CH:11]=[CH:10][C:9]=3[N:8]([CH2:20][C:21]([N:23]3[CH2:28][CH2:27][NH:26][CH2:25][CH2:24]3)=[O:22])[C:7]=2[CH2:6][CH2:5]1. The catalyst class is: 1. (5) Reactant: [Br:1][C:2]1[CH:3]=[CH:4][C:5]([CH:8]=[O:9])=[N:6][CH:7]=1.[N+:10]([CH:12](S(C1C=CC(C)=CC=1)(=O)=O)[CH3:13])#[C-:11].C([O-])([O-])=O.[K+].[K+]. Product: [Br:1][C:2]1[CH:3]=[CH:4][C:5]([C:8]2[O:9][CH:11]=[N:10][C:12]=2[CH3:13])=[N:6][CH:7]=1. The catalyst class is: 5. (6) Reactant: [Cl:1][C:2]1[C:3]([CH2:9][CH2:10][O:11][CH2:12][CH3:13])=[N:4][C:5](Cl)=[CH:6][CH:7]=1.[CH3:14][S:15](C)=O. Product: [Cl:1][C:2]1[C:3]([CH2:9][CH2:10][O:11][CH2:12][CH3:13])=[N:4][C:5]([S:15][CH3:14])=[CH:6][CH:7]=1. The catalyst class is: 170. (7) Reactant: [Cl:1][C:2]1[CH:12]=[CH:11][C:5]2[CH2:6]C(CO)[O:8][C:4]=2[C:3]=1[C:13]1[CH:18]=[CH:17][CH:16]=[CH:15][C:14]=1[Cl:19].C1(P(C2C=CC=CC=2)C2C=CC=CC=2)C=CC=CC=1.N(C(OCC)=O)=NC(OCC)=O.O[C:52]([CH3:56])([CH3:55])[C:53]#[N:54]. Product: [Cl:1][C:2]1[CH:12]=[CH:11][C:5]2[CH2:6][CH:55]([CH:52]([CH3:56])[C:53]#[N:54])[O:8][C:4]=2[C:3]=1[C:13]1[CH:18]=[CH:17][CH:16]=[CH:15][C:14]=1[Cl:19]. The catalyst class is: 11.